This data is from Full USPTO retrosynthesis dataset with 1.9M reactions from patents (1976-2016). The task is: Predict the reactants needed to synthesize the given product. (1) Given the product [IH:19].[C:2]([C:3]1[S:15][C:16](=[NH:17])[N:14]([CH2:13][C@H:9]2[CH2:10][CH2:11][CH2:12][O:8]2)[CH:4]=1)([CH3:7])([CH3:6])[CH3:1], predict the reactants needed to synthesize it. The reactants are: [CH3:1][C:2]([CH3:7])([CH3:6])[CH2:3][CH:4]=O.[O:8]1[CH2:12][CH2:11][CH2:10][C@@H:9]1[CH2:13][NH2:14].[S-:15][C:16]#[N:17].[K+].[I:19]I.S(S([O-])=O)([O-])(=O)=O.[Na+].[Na+]. (2) Given the product [C:28]([C:27]1[CH:31]=[CH:32][C:24]([NH:23][C:20]2[CH:19]=[CH:18][C:17]([CH2:16][NH:15][C:13]([C:10]3([NH:9][C:7]([C:5]4[CH:6]=[N:1][CH:2]=[N:3][CH:4]=4)=[O:8])[CH2:12][CH2:11]3)=[O:14])=[N:22][CH:21]=2)=[C:25]([C:33]([F:36])([F:35])[F:34])[CH:26]=1)(=[O:29])[NH2:38], predict the reactants needed to synthesize it. The reactants are: [N:1]1[CH:6]=[C:5]([C:7]([NH:9][C:10]2([C:13]([NH:15][CH2:16][C:17]3[N:22]=[CH:21][C:20]([NH:23][C:24]4[CH:32]=[CH:31][C:27]([C:28](O)=[O:29])=[CH:26][C:25]=4[C:33]([F:36])([F:35])[F:34])=[CH:19][CH:18]=3)=[O:14])[CH2:12][CH2:11]2)=[O:8])[CH:4]=[N:3][CH:2]=1.C[N:38](C(ON1N=NC2C=CC=CC1=2)=[N+](C)C)C.[B-](F)(F)(F)F.CN1CCOCC1.COC1C=C(OC)C=CC=1CN.FC(F)(F)C(O)=O.